This data is from Reaction yield outcomes from USPTO patents with 853,638 reactions. The task is: Predict the reaction yield, written as a fraction of the theoretical maximum amount of product (1.0 means a 100% yield; for example, 0.34 means a 34% yield). (1) The reactants are [F:1][C:2]([F:25])([F:24])[C:3]1[CH:19]=[C:18]([C:20]([F:23])([F:22])[F:21])[CH:17]=[CH:16][C:4]=1[CH2:5][O:6][C:7]1[CH:14]=[CH:13][C:10]([CH:11]=O)=[C:9]([Cl:15])[CH:8]=1.[S:26]1[CH2:30][C:29](=[O:31])[NH:28][C:27]1=[O:32].N1CCCCC1. The catalyst is C(O)C. The product is [F:25][C:2]([F:1])([F:24])[C:3]1[CH:19]=[C:18]([C:20]([F:23])([F:22])[F:21])[CH:17]=[CH:16][C:4]=1[CH2:5][O:6][C:7]1[CH:14]=[CH:13][C:10](/[CH:11]=[C:30]2/[C:29](=[O:31])[NH:28][C:27](=[O:32])[S:26]/2)=[C:9]([Cl:15])[CH:8]=1. The yield is 0.440. (2) The reactants are [F:1][C:2]([F:42])([F:41])[C:3]1[CH:4]=[C:5]([CH:34]=[C:35]([C:37]([F:40])([F:39])[F:38])[CH:36]=1)[CH2:6][N:7]([CH2:14][C:15]1[C:16]([N:25]([CH2:28][CH:29]2[CH2:33][CH2:32][CH2:31][CH2:30]2)[CH2:26][CH3:27])=[N:17][C:18]2[C:23]([CH:24]=1)=[CH:22][CH:21]=[CH:20][CH:19]=2)[CH2:8][C:9]1[N:10]=[N:11][NH:12][N:13]=1.[OH-].[Na+].[CH2:45](Cl)Cl.S(OC)(OC)(=O)=O. The catalyst is O.[Br-].C([N+](CCCC)(CCCC)CCCC)CCC. The product is [F:38][C:37]([F:40])([F:39])[C:35]1[CH:34]=[C:5]([CH:4]=[C:3]([C:2]([F:1])([F:41])[F:42])[CH:36]=1)[CH2:6][N:7]([CH2:14][C:15]1[C:16]([N:25]([CH2:28][CH:29]2[CH2:33][CH2:32][CH2:31][CH2:30]2)[CH2:26][CH3:27])=[N:17][C:18]2[C:23]([CH:24]=1)=[CH:22][CH:21]=[CH:20][CH:19]=2)[CH2:8][C:9]1[N:10]=[N:11][N:12]([CH3:45])[N:13]=1. The yield is 0.313. (3) The reactants are C([O:5][C@@H:6]([C@H:8]1[CH2:12][O:11][C:10](=[O:13])[N:9]1[C:14]1[CH:19]=[CH:18][N:17]=[C:16]([NH:20][C@H:21]([C:23]2[CH:28]=[CH:27][CH:26]=[C:25]([O:29][C:30]3[CH:35]=[CH:34][CH:33]=[CH:32][CH:31]=3)[CH:24]=2)[CH3:22])[N:15]=1)[CH3:7])(C)(C)C.C(O)(C(F)(F)F)=O. The catalyst is C(Cl)Cl. The product is [OH:5][C@@H:6]([C@H:8]1[CH2:12][O:11][C:10](=[O:13])[N:9]1[C:14]1[CH:19]=[CH:18][N:17]=[C:16]([NH:20][C@H:21]([C:23]2[CH:28]=[CH:27][CH:26]=[C:25]([O:29][C:30]3[CH:35]=[CH:34][CH:33]=[CH:32][CH:31]=3)[CH:24]=2)[CH3:22])[N:15]=1)[CH3:7]. The yield is 0.660.